Dataset: Catalyst prediction with 721,799 reactions and 888 catalyst types from USPTO. Task: Predict which catalyst facilitates the given reaction. (1) Reactant: [Cl:1][C:2]1[CH:7]=[CH:6][C:5]([CH:8]([C:20]2[CH:21]=[C:22]([CH:26]=[CH:27][CH:28]=2)[C:23](O)=[O:24])[CH2:9][C:10]([C:12]2[CH:17]=[CH:16][C:15](=[O:18])[N:14]([CH3:19])[CH:13]=2)=[O:11])=[C:4]([F:29])[CH:3]=1.[NH2:30][CH2:31][CH2:32][OH:33].F[P-](F)(F)(F)(F)F.N1(O[P+](N(C)C)(N(C)C)N(C)C)C2C=CC=CC=2N=N1. Product: [Cl:1][C:2]1[CH:7]=[CH:6][C:5]([CH:8]([C:20]2[CH:21]=[C:22]([CH:26]=[CH:27][CH:28]=2)[C:23]([NH:30][CH2:31][CH2:32][OH:33])=[O:24])[CH2:9][C:10]([C:12]2[CH:17]=[CH:16][C:15](=[O:18])[N:14]([CH3:19])[CH:13]=2)=[O:11])=[C:4]([F:29])[CH:3]=1. The catalyst class is: 7. (2) Reactant: [C:1](Cl)(=[O:4])[CH2:2][CH3:3].CCN(C(C)C)C(C)C.[C:15]([SiH2:19][O:20][C:21]([CH3:32])([CH3:31])[C:22]1[CH:23]=[C:24]([CH:27]=[CH:28][C:29]=1[Cl:30])[CH2:25][NH2:26])([CH3:18])([CH3:17])[CH3:16]. Product: [C:15]([SiH2:19][O:20][C:21]([CH3:32])([CH3:31])[C:22]1[CH:23]=[C:24]([CH:27]=[CH:28][C:29]=1[Cl:30])[CH2:25][NH:26][C:1](=[O:4])[CH2:2][CH3:3])([CH3:18])([CH3:16])[CH3:17]. The catalyst class is: 2.